This data is from Reaction yield outcomes from USPTO patents with 853,638 reactions. The task is: Predict the reaction yield, written as a fraction of the theoretical maximum amount of product (1.0 means a 100% yield; for example, 0.34 means a 34% yield). (1) The product is [F:27][C:28]([F:34])([F:33])[CH2:29][C:30]([NH:15][CH:11]1[C:12]2[C:8](=[CH:7][C:6](/[CH:5]=[CH:4]/[CH:3]([C:16]3[CH:17]=[C:18]([Cl:24])[C:19]([Cl:23])=[C:20]([Cl:22])[CH:21]=3)[C:2]([F:1])([F:25])[F:26])=[CH:14][CH:13]=2)[CH2:9][CH2:10]1)=[O:31]. The reactants are [F:1][C:2]([F:26])([F:25])[CH:3]([C:16]1[CH:21]=[C:20]([Cl:22])[C:19]([Cl:23])=[C:18]([Cl:24])[CH:17]=1)/[CH:4]=[CH:5]/[C:6]1[CH:7]=[C:8]2[C:12](=[CH:13][CH:14]=1)[CH:11]([NH2:15])[CH2:10][CH2:9]2.[F:27][C:28]([F:34])([F:33])[CH2:29][C:30](O)=[O:31].CCN=C=NCCCN(C)C.Cl.C1C=CC2N(O)N=NC=2C=1.O.CCN(C(C)C)C(C)C. The catalyst is C(Cl)Cl. The yield is 0.650. (2) The reactants are [C:1](Cl)(=[O:5])[CH:2]([CH3:4])[CH3:3].[CH3:7][NH:8][C:9]1[CH:10]=[N:11][N:12]([C:14]2[CH:15]=[N:16][CH:17]=[CH:18][CH:19]=2)[CH:13]=1. The catalyst is ClC(Cl)C. The product is [CH3:7][N:8]([C:9]1[CH:10]=[N:11][N:12]([C:14]2[CH:15]=[N:16][CH:17]=[CH:18][CH:19]=2)[CH:13]=1)[C:1](=[O:5])[CH:2]([CH3:4])[CH3:3]. The yield is 0.540. (3) The reactants are O1CCCCC1[N:7]1[C:15]2[C:10](=[CH:11][C:12]([C:16]3[N:20]=[CH:19][N:18](C(C4C=CC=CC=4)(C4C=CC=CC=4)C4C=CC=CC=4)[N:17]=3)=[CH:13][CH:14]=2)[C:9]([C:40]2[CH:41]=[C:42]([C:46]([NH:48][CH2:49][C:50]3[CH:51]=[N:52][CH:53]=[CH:54][CH:55]=3)=[O:47])[CH:43]=[CH:44][CH:45]=2)=[N:8]1.Cl.C(=O)(O)[O-].[Na+]. The catalyst is O1CCOCC1. The product is [NH:17]1[C:16]([C:12]2[CH:11]=[C:10]3[C:15](=[CH:14][CH:13]=2)[NH:7][N:8]=[C:9]3[C:40]2[CH:41]=[C:42]([C:46]([NH:48][CH2:49][C:50]3[CH:51]=[N:52][CH:53]=[CH:54][CH:55]=3)=[O:47])[CH:43]=[CH:44][CH:45]=2)=[N:20][CH:19]=[N:18]1. The yield is 0.170. (4) The reactants are [F:1][C:2]1[CH:7]=[C:6]([I:8])[CH:5]=[CH:4][C:3]=1[NH:9][C:10]1[C:18]([C:19]([NH:21][O:22][CH2:23][CH2:24][OH:25])=[O:20])=[C:17]2[N:13]([CH2:14][CH2:15][CH2:16]2)[C:12](=[O:26])[CH:11]=1.[Cl:27]N1C(=O)CCC1=O. The catalyst is CN(C=O)C. The product is [Cl:27][C:11]1[C:12](=[O:26])[N:13]2[C:17](=[C:18]([C:19]([NH:21][O:22][CH2:23][CH2:24][OH:25])=[O:20])[C:10]=1[NH:9][C:3]1[CH:4]=[CH:5][C:6]([I:8])=[CH:7][C:2]=1[F:1])[CH2:16][CH2:15][CH2:14]2. The yield is 0.210. (5) The reactants are Br[C:2]1[CH:11]=[CH:10][C:9]2[C:4](=[CH:5][CH:6]=[CH:7][CH:8]=2)[CH:3]=1.[Li]CCCC.[CH2:17]([O:24][C:25]1[CH:30]=[CH:29][C:28]([C:31]2[CH:39]=[C:38]3[C:34]([C:35](I)=[N:36][N:37]3[S:40]([C:43]3[C:48]([CH3:49])=[CH:47][C:46]([CH3:50])=[CH:45][C:44]=3[CH3:51])(=[O:42])=[O:41])=[CH:33][CH:32]=2)=[CH:27][C:26]=1[O:53][CH3:54])[C:18]1[CH:23]=[CH:22][CH:21]=[CH:20][CH:19]=1.C(=O)(O)[O-].[Na+]. The catalyst is C1COCC1.[Cl-].[Cl-].[Zn+2].C1C=CC([P]([Pd]([P](C2C=CC=CC=2)(C2C=CC=CC=2)C2C=CC=CC=2)([P](C2C=CC=CC=2)(C2C=CC=CC=2)C2C=CC=CC=2)[P](C2C=CC=CC=2)(C2C=CC=CC=2)C2C=CC=CC=2)(C2C=CC=CC=2)C2C=CC=CC=2)=CC=1. The product is [CH2:17]([O:24][C:25]1[CH:30]=[CH:29][C:28]([C:31]2[CH:39]=[C:38]3[C:34]([C:35]([C:2]4[CH:11]=[CH:10][C:9]5[C:4](=[CH:5][CH:6]=[CH:7][CH:8]=5)[CH:3]=4)=[N:36][N:37]3[S:40]([C:43]3[C:48]([CH3:49])=[CH:47][C:46]([CH3:50])=[CH:45][C:44]=3[CH3:51])(=[O:42])=[O:41])=[CH:33][CH:32]=2)=[CH:27][C:26]=1[O:53][CH3:54])[C:18]1[CH:23]=[CH:22][CH:21]=[CH:20][CH:19]=1. The yield is 0.700. (6) The reactants are C[O:2][C:3]1[CH:8]=[C:7]([C:9]2[CH:14]=[CH:13][C:12]([O:15][C:16]([F:19])([F:18])[F:17])=[CH:11][C:10]=2[CH3:20])[CH:6]=[CH:5][N:4]=1.Cl. No catalyst specified. The product is [CH3:20][C:10]1[CH:11]=[C:12]([O:15][C:16]([F:17])([F:18])[F:19])[CH:13]=[CH:14][C:9]=1[C:7]1[CH:6]=[CH:5][NH:4][C:3](=[O:2])[CH:8]=1. The yield is 0.900.